From a dataset of Reaction yield outcomes from USPTO patents with 853,638 reactions. Predict the reaction yield, written as a fraction of the theoretical maximum amount of product (1.0 means a 100% yield; for example, 0.34 means a 34% yield). (1) The reactants are Cl.[N:2]1[CH:7]=[CH:6][CH:5]=[CH:4][C:3]=1[C:8]1[CH2:9][CH2:10][NH:11][CH2:12][CH:13]=1.C=O.[CH:16]1([C:22]([NH2:24])=[O:23])[CH2:21][CH2:20][CH2:19][CH2:18][CH2:17]1.[C:25](=O)([O-])[O-].[K+].[K+]. The catalyst is C(O)C. The product is [N:2]1[CH:7]=[CH:6][CH:5]=[CH:4][C:3]=1[C:8]1[CH2:9][CH2:10][N:11]([CH2:25][NH:24][C:22]([CH:16]2[CH2:21][CH2:20][CH2:19][CH2:18][CH2:17]2)=[O:23])[CH2:12][CH:13]=1. The yield is 0.640. (2) The reactants are [Br:1][C:2]1[C:11]([N+:12]([O-])=O)=[CH:10][C:5]([C:6]([O:8][CH3:9])=[O:7])=[C:4]([Cl:15])[CH:3]=1.[BH4-].[Na+]. The catalyst is CO. The product is [NH2:12][C:11]1[C:2]([Br:1])=[CH:3][C:4]([Cl:15])=[C:5]([CH:10]=1)[C:6]([O:8][CH3:9])=[O:7]. The yield is 0.910. (3) The reactants are [F:1][C:2]1[CH:7]=[CH:6][C:5]([CH:8]2[CH:17]([C:18]3[N:22]([CH3:23])[N:21]=[CH:20][N:19]=3)[C:16](=O)[C:15]3[C:14]([C:25]([O:27]CC)=O)=[CH:13][CH:12]=[CH:11][C:10]=3[NH:9]2)=[CH:4][CH:3]=1.[NH2:30][NH2:31]. The catalyst is CO. The product is [F:1][C:2]1[CH:3]=[CH:4][C:5]([CH:8]2[NH:9][C:10]3[C:15]4[C:16](=[N:30][NH:31][C:25](=[O:27])[C:14]=4[CH:13]=[CH:12][CH:11]=3)[CH:17]2[C:18]2[N:22]([CH3:23])[N:21]=[CH:20][N:19]=2)=[CH:6][CH:7]=1. The yield is 0.900. (4) The reactants are [C:1]([O:4][CH2:5][CH2:6]Br)(=[O:3])[CH3:2].[F:8][C:9]1[CH:47]=[C:46]([NH:48][C:49]([C:51]2[C:52](=[O:64])[N:53]([C:57]3[CH:62]=[CH:61][C:60]([F:63])=[CH:59][CH:58]=3)[N:54]=[CH:55][CH:56]=2)=[O:50])[CH:45]=[CH:44][C:10]=1[O:11][C:12]1[CH:17]=[CH:16][N:15]=[C:14]2[N:18]([CH2:35][C:36]3[CH:41]=[CH:40][C:39]([O:42][CH3:43])=[CH:38][CH:37]=3)[N:19]=[C:20]([O:21][CH:22]3[CH2:27][CH2:26][N:25](C(OC(C)(C)C)=O)[CH2:24][CH2:23]3)[C:13]=12.[H-].[Na+].CCOC(C)=O. The catalyst is CN(C=O)C. The product is [C:1]([O:4][CH2:5][CH2:6][N:25]1[CH2:24][CH2:23][CH:22]([O:21][C:20]2[C:13]3[C:14](=[N:15][CH:16]=[CH:17][C:12]=3[O:11][C:10]3[CH:44]=[CH:45][C:46]([NH:48][C:49]([C:51]4[C:52](=[O:64])[N:53]([C:57]5[CH:62]=[CH:61][C:60]([F:63])=[CH:59][CH:58]=5)[N:54]=[CH:55][CH:56]=4)=[O:50])=[CH:47][C:9]=3[F:8])[N:18]([CH2:35][C:36]3[CH:41]=[CH:40][C:39]([O:42][CH3:43])=[CH:38][CH:37]=3)[N:19]=2)[CH2:27][CH2:26]1)(=[O:3])[CH3:2]. The yield is 0.200. (5) The reactants are [Cl:1][C:2]1[CH:33]=[CH:32][C:31]([Cl:34])=[CH:30][C:3]=1[O:4][C:5]1[CH:10]=[CH:9][C:8]([N+:11]([O-:13])=[O:12])=[CH:7][C:6]=1[S:14]([N:17]1[CH2:22][CH2:21][N:20](C(OC(C)(C)C)=O)[CH2:19][CH2:18]1)(=[O:16])=[O:15].Cl.CCOC(C)=O. The catalyst is C(Cl)Cl.O1CCOCC1. The product is [Cl:1][C:2]1[CH:33]=[CH:32][C:31]([Cl:34])=[CH:30][C:3]=1[O:4][C:5]1[CH:10]=[CH:9][C:8]([N+:11]([O-:13])=[O:12])=[CH:7][C:6]=1[S:14]([N:17]1[CH2:22][CH2:21][NH:20][CH2:19][CH2:18]1)(=[O:16])=[O:15]. The yield is 0.830. (6) The reactants are C(O[C:6](=O)[NH:7][CH:8]([CH2:12][O:13][C:14]1[CH:23]=[CH:22][C:21]2[C:16](=[CH:17][CH:18]=[C:19]([Br:24])[CH:20]=2)[CH:15]=1)[CH:9]([CH3:11])[CH3:10])(C)(C)C.Br[CH2:27][CH2:28][CH2:29]CBr.C(=O)(O)[O-].[Na+].C(OC(OC(C)(C)C)=O)(OC(C)(C)C)=O. The catalyst is C(Cl)Cl.FC(F)(F)C(O)=O. The product is [Br:24][C:19]1[CH:20]=[C:21]2[C:16](=[CH:17][CH:18]=1)[CH:15]=[C:14]([O:13][CH2:12][CH:8]([N:7]1[CH2:6][CH2:29][CH2:28][CH2:27]1)[CH:9]([CH3:10])[CH3:11])[CH:23]=[CH:22]2. The yield is 0.410.